This data is from NCI-60 drug combinations with 297,098 pairs across 59 cell lines. The task is: Regression. Given two drug SMILES strings and cell line genomic features, predict the synergy score measuring deviation from expected non-interaction effect. (1) Drug 1: CC1=CC=C(C=C1)C2=CC(=NN2C3=CC=C(C=C3)S(=O)(=O)N)C(F)(F)F. Drug 2: C1CN(CCN1C(=O)CCBr)C(=O)CCBr. Cell line: T-47D. Synergy scores: CSS=26.6, Synergy_ZIP=-7.31, Synergy_Bliss=1.33, Synergy_Loewe=5.77, Synergy_HSA=6.44. (2) Drug 1: C1CCC(CC1)NC(=O)N(CCCl)N=O. Drug 2: C1C(C(OC1N2C=NC3=C2NC=NCC3O)CO)O. Cell line: K-562. Synergy scores: CSS=27.7, Synergy_ZIP=2.93, Synergy_Bliss=1.89, Synergy_Loewe=-9.15, Synergy_HSA=1.78. (3) Drug 1: C1=NNC2=C1C(=O)NC=N2. Drug 2: CC1C(C(CC(O1)OC2CC(CC3=C2C(=C4C(=C3O)C(=O)C5=CC=CC=C5C4=O)O)(C(=O)C)O)N)O. Cell line: SF-268. Synergy scores: CSS=32.6, Synergy_ZIP=-0.234, Synergy_Bliss=-0.792, Synergy_Loewe=-32.7, Synergy_HSA=-1.22. (4) Drug 1: C1C(C(OC1N2C=NC3=C(N=C(N=C32)Cl)N)CO)O. Drug 2: CC1C(C(CC(O1)OC2CC(CC3=C2C(=C4C(=C3O)C(=O)C5=CC=CC=C5C4=O)O)(C(=O)C)O)N)O. Cell line: MDA-MB-231. Synergy scores: CSS=45.3, Synergy_ZIP=-11.6, Synergy_Bliss=-12.2, Synergy_Loewe=-10.4, Synergy_HSA=-7.73. (5) Drug 1: CC12CCC3C(C1CCC2=O)CC(=C)C4=CC(=O)C=CC34C. Drug 2: CCC1(C2=C(COC1=O)C(=O)N3CC4=CC5=C(C=CC(=C5CN(C)C)O)N=C4C3=C2)O.Cl. Cell line: K-562. Synergy scores: CSS=45.2, Synergy_ZIP=-4.83, Synergy_Bliss=3.06, Synergy_Loewe=-9.55, Synergy_HSA=1.84. (6) Drug 1: C1=NC2=C(N=C(N=C2N1C3C(C(C(O3)CO)O)F)Cl)N. Drug 2: CCN(CC)CCNC(=O)C1=C(NC(=C1C)C=C2C3=C(C=CC(=C3)F)NC2=O)C. Cell line: K-562. Synergy scores: CSS=16.0, Synergy_ZIP=-3.48, Synergy_Bliss=-0.523, Synergy_Loewe=-16.1, Synergy_HSA=-2.20. (7) Drug 1: C1C(C(OC1N2C=C(C(=O)NC2=O)F)CO)O. Drug 2: C(CN)CNCCSP(=O)(O)O. Cell line: NCI-H522. Synergy scores: CSS=6.18, Synergy_ZIP=-5.34, Synergy_Bliss=-6.07, Synergy_Loewe=-10.6, Synergy_HSA=-4.73. (8) Drug 1: CS(=O)(=O)OCCCCOS(=O)(=O)C. Drug 2: CC1C(C(CC(O1)OC2CC(CC3=C2C(=C4C(=C3O)C(=O)C5=C(C4=O)C(=CC=C5)OC)O)(C(=O)CO)O)N)O.Cl. Cell line: U251. Synergy scores: CSS=38.9, Synergy_ZIP=3.13, Synergy_Bliss=2.19, Synergy_Loewe=-22.4, Synergy_HSA=3.06.